From a dataset of Catalyst prediction with 721,799 reactions and 888 catalyst types from USPTO. Predict which catalyst facilitates the given reaction. (1) Reactant: [F:1][C:2]1[CH:33]=[CH:32][C:5]([CH2:6][C:7]2[NH:15][C:14]3[C:13](=[O:16])[N:12]([CH2:17][CH2:18][CH3:19])[C:11](=[O:20])[N:10]([CH2:21][CH2:22][C:23]4[CH:28]=[CH:27][C:26]([N+:29]([O-])=O)=[CH:25][CH:24]=4)[C:9]=3[N:8]=2)=[CH:4][CH:3]=1.O.NN.[H][H]. Product: [NH2:29][C:26]1[CH:25]=[CH:24][C:23]([CH2:22][CH2:21][N:10]2[C:9]3[N:8]=[C:7]([CH2:6][C:5]4[CH:32]=[CH:33][C:2]([F:1])=[CH:3][CH:4]=4)[NH:15][C:14]=3[C:13](=[O:16])[N:12]([CH2:17][CH2:18][CH3:19])[C:11]2=[O:20])=[CH:28][CH:27]=1. The catalyst class is: 45. (2) Reactant: [OH:1][CH:2]([CH3:14])[CH2:3][C:4]1[CH:11]=[CH:10][C:7]([C:8]#[N:9])=[C:6]([O:12][CH3:13])[CH:5]=1.CC(OI1(OC(C)=O)(OC(C)=O)OC(=O)C2C=CC=CC1=2)=O. Product: [CH3:13][O:12][C:6]1[CH:5]=[C:4]([CH2:3][C:2](=[O:1])[CH3:14])[CH:11]=[CH:10][C:7]=1[C:8]#[N:9]. The catalyst class is: 2. (3) Reactant: C[C:2]1([CH3:29])C(C)(C)OB([C:9]2[CH:14]=[CH:13][C:12]([NH:15][C:16]3[C:20]4[CH:21]=[CH:22][C:23]([C:25]([F:28])([F:27])[F:26])=[CH:24][C:19]=4[O:18][N:17]=3)=[CH:11][CH:10]=2)[O:3]1.I[C:31]1[C:39]2[C:34](=[N:35][CH:36]=[N:37][C:38]=2[NH2:40])[N:33]([C@H:41]2[CH2:46][CH2:45][C@H:44]([N:47]3[CH2:52][CH2:51][N:50]([CH3:53])[CH2:49][CH2:48]3)[CH2:43][CH2:42]2)[N:32]=1.C(=O)([O-])[O-:55].[Na+].[Na+]. Product: [C:2]([OH:55])(=[O:3])[CH3:29].[NH2:40][C:38]1[N:37]=[CH:36][N:35]=[C:34]2[N:33]([C@H:41]3[CH2:46][CH2:45][C@H:44]([N:47]4[CH2:52][CH2:51][N:50]([CH3:53])[CH2:49][CH2:48]4)[CH2:43][CH2:42]3)[N:32]=[C:31]([C:9]3[CH:10]=[CH:11][C:12]([NH:15][C:16]4[C:20]5[CH:21]=[CH:22][C:23]([C:25]([F:27])([F:28])[F:26])=[CH:24][C:19]=5[O:18][N:17]=4)=[CH:13][CH:14]=3)[C:39]=12. The catalyst class is: 149. (4) Reactant: Cl[C:2]1[CH:7]=[CH:6][N:5]=[C:4]([C:8]([NH:10][CH3:11])=[O:9])[CH:3]=1.[Br:12][C:13]1[CH:21]=[C:20]2[C:16]([CH2:17][CH2:18][NH:19]2)=[CH:15][CH:14]=1. Product: [Br:12][C:13]1[CH:21]=[C:20]2[C:16]([CH2:17][CH2:18][N:19]2[C:2]2[CH:7]=[CH:6][N:5]=[C:4]([C:8]([NH:10][CH3:11])=[O:9])[CH:3]=2)=[CH:15][CH:14]=1. The catalyst class is: 709. (5) Reactant: [C:1]([O:5][C:6](=[O:15])[NH:7][CH2:8][C@@H:9]1[CH2:14][CH2:13][CH2:12][CH2:11][NH:10]1)([CH3:4])([CH3:3])[CH3:2].[CH3:16][C:17]1[N:21]=[C:20]([C:22]2[CH:30]=[CH:29][CH:28]=[CH:27][C:23]=2[C:24](O)=[O:25])[O:19][N:18]=1.C(N(C(C)C)CC)(C)C.F[P-](F)(F)(F)(F)F.N1(OC(N(C)C)=[N+](C)C)C2N=CC=CC=2N=N1. Product: [C:1]([O:5][C:6](=[O:15])[NH:7][CH2:8][C@@H:9]1[CH2:14][CH2:13][CH2:12][CH2:11][N:10]1[C:24]([C:23]1[CH:27]=[CH:28][CH:29]=[CH:30][C:22]=1[C:20]1[O:19][N:18]=[C:17]([CH3:16])[N:21]=1)=[O:25])([CH3:4])([CH3:2])[CH3:3]. The catalyst class is: 9. (6) Reactant: [H-].[Na+].[CH3:3][CH2:4][O:5][C:6]([CH2:8]P(OCC)(OCC)=O)=[O:7].[CH:17](=O)/[CH:18]=[CH:19]/[CH2:20][CH2:21][CH2:22][CH2:23][CH2:24][CH2:25][CH3:26].O. Product: [C:6]([O:5][CH2:4][CH3:3])(=[O:7])/[CH:8]=[CH:17]/[CH:18]=[CH:19]/[CH2:20][CH2:21][CH2:22][CH2:23][CH2:24][CH2:25][CH3:26]. The catalyst class is: 7. (7) Reactant: C([O:3][C:4]([C:6]1[CH:7]=[C:8]2[C:17](=[CH:18][CH:19]=1)[C:16]1[N:12]([CH:13]=[C:14]([C:20]3[N:24]([CH2:25][CH2:26][OH:27])[N:23]=[CH:22][N:21]=3)[N:15]=1)[CH2:11][CH2:10][O:9]2)=[CH2:5])C.C1(C)C=CC(S(O)(=O)=O)=CC=1. Product: [OH:27][CH2:26][CH2:25][N:24]1[C:20]([C:14]2[N:15]=[C:16]3[N:12]([CH:13]=2)[CH2:11][CH2:10][O:9][C:8]2[C:17]3=[CH:18][CH:19]=[C:6]([C:4](=[O:3])[CH3:5])[CH:7]=2)=[N:21][CH:22]=[N:23]1. The catalyst class is: 21.